This data is from Catalyst prediction with 721,799 reactions and 888 catalyst types from USPTO. The task is: Predict which catalyst facilitates the given reaction. (1) Reactant: [CH3:1][C:2]1([CH3:31])[CH2:7][CH2:6][C:5]([C:8]2[CH:13]=[C:12]([C:14]3(O)[CH2:19][CH2:18][O:17][CH2:16][CH2:15]3)[CH:11]=[CH:10][C:9]=2[NH:21][C:22]([C:24]2[NH:25][C:26]([C:29]#[N:30])=[CH:27][N:28]=2)=[O:23])=[CH:4][CH2:3]1.O=S(Cl)Cl.[CH3:36][O:37][CH2:38][CH2:39][NH2:40]. Product: [CH3:31][C:2]1([CH3:1])[CH2:7][CH2:6][C:5]([C:8]2[CH:13]=[C:12]([C:14]3([NH:40][CH2:39][CH2:38][O:37][CH3:36])[CH2:19][CH2:18][O:17][CH2:16][CH2:15]3)[CH:11]=[CH:10][C:9]=2[NH:21][C:22]([C:24]2[NH:28][CH:27]=[C:26]([C:29]#[N:30])[N:25]=2)=[O:23])=[CH:4][CH2:3]1. The catalyst class is: 91. (2) Reactant: [Al].[Cl:2][C:3]1[C:4]2[CH:11]=[CH:10][NH:9][C:5]=2[N:6]=[CH:7][N:8]=1.[I:12]N1C(=O)CCC1=O. Product: [Cl:2][C:3]1[N:8]=[CH:7][NH:6][C:5]2=[N:9][CH:10]=[C:11]([I:12])[C:4]=12. The catalyst class is: 3. (3) Reactant: Br[CH2:2][CH:3]1[CH2:8][CH2:7][CH2:6][CH2:5][CH2:4]1.CON(C)[C:12](=[O:19])[C:13]1[CH:18]=[CH:17][CH:16]=[CH:15][CH:14]=1. Product: [CH:3]1([CH2:2][C:12]([C:13]2[CH:18]=[CH:17][CH:16]=[CH:15][CH:14]=2)=[O:19])[CH2:8][CH2:7][CH2:6][CH2:5][CH2:4]1. The catalyst class is: 1. (4) Reactant: [Cl:1][C:2]1[CH:3]=[C:4]([C@H:8]([N:18]2C(=O)C3C(=CC=CC=3)C2=O)[CH2:9][NH:10][C:11](=[O:17])[O:12][C:13]([CH3:16])([CH3:15])[CH3:14])[CH:5]=[CH:6][CH:7]=1.O.NN. Product: [NH2:18][C@@H:8]([C:4]1[CH:5]=[CH:6][CH:7]=[C:2]([Cl:1])[CH:3]=1)[CH2:9][NH:10][C:11](=[O:17])[O:12][C:13]([CH3:16])([CH3:15])[CH3:14]. The catalyst class is: 8. (5) Reactant: C(OP([CH2:9][C:10]#[N:11])(=O)OCC)C.C[Si]([N-][Si](C)(C)C)(C)C.[Li+].[CH3:22][O:23][C:24]1[CH:25]=[C:26]([C:32]([C:34]2[CH:35]=[C:36]3[C:41](=[CH:42][CH:43]=2)[N:40]=[CH:39][CH:38]=[CH:37]3)=O)[CH:27]=[C:28]([O:30][CH3:31])[CH:29]=1. Product: [CH3:22][O:23][C:24]1[CH:25]=[C:26]([C:32]([C:34]2[CH:35]=[C:36]3[C:41](=[CH:42][CH:43]=2)[N:40]=[CH:39][CH:38]=[CH:37]3)=[CH:9][C:10]#[N:11])[CH:27]=[C:28]([O:30][CH3:31])[CH:29]=1. The catalyst class is: 1. (6) Reactant: Cl[C:2]1[C:3]2[S:22][CH2:21][CH2:20][C:4]=2[N:5]=[C:6]([N:8]2[CH2:13][CH2:12][N:11]([C:14]3[CH:19]=[CH:18][CH:17]=[CH:16][CH:15]=3)[CH2:10][CH2:9]2)[N:7]=1.[Cl:23][C:24]1[CH:25]=[C:26]([NH2:30])[CH:27]=[CH:28][CH:29]=1.C(N(C(C)C)CC)(C)C. The catalyst class is: 13. Product: [Cl:23][C:24]1[CH:25]=[C:26]([NH:30][C:2]2[C:3]3[S:22][CH2:21][CH2:20][C:4]=3[N:5]=[C:6]([N:8]3[CH2:9][CH2:10][N:11]([C:14]4[CH:19]=[CH:18][CH:17]=[CH:16][CH:15]=4)[CH2:12][CH2:13]3)[N:7]=2)[CH:27]=[CH:28][CH:29]=1.